From a dataset of Forward reaction prediction with 1.9M reactions from USPTO patents (1976-2016). Predict the product of the given reaction. (1) Given the reactants [CH2:1]([C:9]1[CH:14]=CC=CC=1O)[CH2:2]CCCCCC.[Na].CCCCCCCCC([O:28][C:29]1[CH:34]=[CH:33]C=CC=1)CO.C([O-])(=O)C.[Na+].[C:40]([O:43][CH:44]=[CH2:45])(=[O:42])[CH3:41].C([Cl:48])=C.[CH2:49]([NH:51]C(=O)C=C)[OH:50].C=C.S([O-])[O-].C=O.[Na+].[Na+], predict the reaction product. The product is: [C:40]([O:43][CH:44]=[CH2:45])(=[O:42])[CH3:41].[CH2:1]=[CH2:2].[CH:14]([Cl:48])=[CH2:9].[CH2:49]([NH:51][C:29](=[O:28])[CH:34]=[CH2:33])[OH:50]. (2) Given the reactants [C:1]([O:14][C@H:15]([CH2:64][O:65][C:66](=[O:78])[CH2:67][CH2:68][CH2:69][CH2:70][CH2:71][CH2:72][CH2:73][CH2:74][CH2:75][CH2:76][CH3:77])[CH2:16][S:17][CH2:18][C@H:19]([NH:46]C(OCC1C2C=CC=CC=2C2C1=CC=CC=2)=O)[C:20](=[O:45])[NH:21][CH2:22][CH2:23][CH2:24][CH2:25][CH2:26][NH:27]C(=O)OCC1C2C=CC=CC=2C2C1=CC=CC=2)(=[O:13])[CH2:2][CH2:3][CH2:4][CH2:5][CH2:6][CH2:7][CH2:8][CH2:9][CH2:10][CH2:11][CH3:12].N1CCCCC1, predict the reaction product. The product is: [C:66]([O:65][CH2:64][C@@H:15]([O:14][C:1](=[O:13])[CH2:2][CH2:3][CH2:4][CH2:5][CH2:6][CH2:7][CH2:8][CH2:9][CH2:10][CH2:11][CH3:12])[CH2:16][S:17][CH2:18][C@H:19]([NH2:46])[C:20]([NH:21][CH2:22][CH2:23][CH2:24][CH2:25][CH2:26][NH2:27])=[O:45])(=[O:78])[CH2:67][CH2:68][CH2:69][CH2:70][CH2:71][CH2:72][CH2:73][CH2:74][CH2:75][CH2:76][CH3:77]. (3) Given the reactants [Cl:1][C:2]1[CH:7]=[C:6]2[NH:8][C:9](=[O:36])[C:10]3([CH:15]([C:16]4[CH:21]=[CH:20][CH:19]=[C:18]([Cl:22])[CH:17]=4)[CH2:14][C:13](=[O:23])[N:12](CC(F)=O)[CH:11]3[C:28]3[CH:33]=[C:32]([F:34])[CH:31]=[CH:30][C:29]=3[CH3:35])[C:5]2=[CH:4][CH:3]=1.C(OC(N1CCC(N)CC1)=O)(C)(C)C.CN1CCOCC1, predict the reaction product. The product is: [Cl:1][C:2]1[CH:7]=[C:6]2[NH:8][C:9](=[O:36])[C:10]3([CH:15]([C:16]4[CH:21]=[CH:20][CH:19]=[C:18]([Cl:22])[CH:17]=4)[CH2:14][C:13](=[O:23])[NH:12][CH:11]3[C:28]3[CH:33]=[C:32]([F:34])[CH:31]=[CH:30][C:29]=3[CH3:35])[C:5]2=[CH:4][CH:3]=1.